This data is from Full USPTO retrosynthesis dataset with 1.9M reactions from patents (1976-2016). The task is: Predict the reactants needed to synthesize the given product. Given the product [CH2:22]([O:24][C:25]1[CH:26]=[C:27]([C:33]([C:35]2[CH:40]=[CH:39][C:38]([O:41][CH3:42])=[C:37]([CH3:43])[CH:36]=2)=[CH:9][C:10]#[N:11])[CH:28]=[CH:29][C:30]=1[O:31][CH3:32])[CH3:23], predict the reactants needed to synthesize it. The reactants are: C(OP([CH2:9][C:10]#[N:11])(=O)OCC)C.C[Si]([N-][Si](C)(C)C)(C)C.[Li+].[CH2:22]([O:24][C:25]1[CH:26]=[C:27]([C:33]([C:35]2[CH:40]=[CH:39][C:38]([O:41][CH3:42])=[C:37]([CH3:43])[CH:36]=2)=O)[CH:28]=[CH:29][C:30]=1[O:31][CH3:32])[CH3:23].